From a dataset of Catalyst prediction with 721,799 reactions and 888 catalyst types from USPTO. Predict which catalyst facilitates the given reaction. (1) Reactant: [N+:1]([C:4]1[CH:12]=[CH:11][C:7]([C:8](Cl)=[O:9])=[CH:6][CH:5]=1)([O-:3])=[O:2].[C:13](#[N:17])[CH2:14][C:15]#[N:16].C1COCC1.CCN(C(C)C)C(C)C. Product: [OH:9][C:8]([C:7]1[CH:11]=[CH:12][C:4]([N+:1]([O-:3])=[O:2])=[CH:5][CH:6]=1)=[C:14]([C:13]#[N:17])[C:15]#[N:16]. The catalyst class is: 11. (2) Reactant: [OH:1][C:2]1[CH:7]=[CH:6][C:5]([CH2:8][C:9]([O:11][CH2:12][CH3:13])=[O:10])=[CH:4][CH:3]=1.[C:14]([O-])([O-])=O.[K+].[K+].S(OC)(OC)(=O)=O. Product: [CH3:14][O:1][C:2]1[CH:3]=[CH:4][C:5]([CH2:8][C:9]([O:11][CH2:12][CH3:13])=[O:10])=[CH:6][CH:7]=1. The catalyst class is: 10. (3) Reactant: [CH3:1][O:2][C:3]([NH:5][C:6]([CH3:16])([CH2:9][CH2:10][C:11]1[S:12][CH:13]=[CH:14][CH:15]=1)[CH2:7][OH:8])=[O:4].[Br:17]N1C(=O)CCC1=O. Product: [CH3:1][O:2][C:3]([NH:5][C:6]([CH3:16])([CH2:9][CH2:10][C:11]1[S:12][C:13]([Br:17])=[CH:14][CH:15]=1)[CH2:7][OH:8])=[O:4]. The catalyst class is: 9. (4) Reactant: [N+:1]([C:4]1[CH:5]=[C:6]([CH:9]=[CH:10][CH:11]=1)[CH:7]=[O:8])([O-:3])=[O:2].S([CH2:22][N+:23]#[C-:24])(C1C=CC(C)=CC=1)(=O)=O.CO. Product: [N+:1]([C:4]1[CH:5]=[C:6]([C:7]2[O:8][CH:24]=[N:23][CH:22]=2)[CH:9]=[CH:10][CH:11]=1)([O-:3])=[O:2]. The catalyst class is: 57. (5) Reactant: [C:1]([O:5][C:6]([N:8]([C:13]1[CH:14]=[C:15]([CH:23]=[CH:24][C:25]=1[O:26][CH3:27])[C:16]([S:18][CH2:19][C:20]([OH:22])=[O:21])=[O:17])[S:9]([CH3:12])(=[O:11])=[O:10])=[O:7])([CH3:4])([CH3:3])[CH3:2].C(Cl)CCl.[Cl:32][C:33]1[CH:34]=[N+:35]([O-:58])[CH:36]=[C:37]([Cl:57])[C:38]=1[CH2:39][C@@H:40]([C:42]1[CH:47]=[CH:46][C:45]([O:48][CH:49]([F:51])[F:50])=[C:44]([O:52][CH2:53][CH:54]2[CH2:56][CH2:55]2)[CH:43]=1)O. Product: [C:1]([O:5][C:6]([N:8]([C:13]1[CH:14]=[C:15]([CH:23]=[CH:24][C:25]=1[O:26][CH3:27])[C:16]([S:18][CH2:19][C:20]([O:22][C@H:40]([C:42]1[CH:47]=[CH:46][C:45]([O:48][CH:49]([F:50])[F:51])=[C:44]([O:52][CH2:53][CH:54]2[CH2:55][CH2:56]2)[CH:43]=1)[CH2:39][C:38]1[C:37]([Cl:57])=[CH:36][N+:35]([O-:58])=[CH:34][C:33]=1[Cl:32])=[O:21])=[O:17])[S:9]([CH3:12])(=[O:11])=[O:10])=[O:7])([CH3:4])([CH3:3])[CH3:2]. The catalyst class is: 64. (6) Reactant: [CH3:15][C:13]([O:12][C:10](/N=N/[C:10]([O:12][C:13]([CH3:16])([CH3:15])C)=O)=O)(C)[CH3:16].[C:17]([O:23][CH2:24][N:25]1[C:34](=[O:35])[C:33]2[C:28](=CC(O)=C[C:32]=2[O:36][CH2:37][CH2:38][Cl:39])[N:27]=[CH:26]1)(=[O:22])[C:18]([CH3:21])([CH3:20])[CH3:19].CO.C1(P(C2C=CC=CC=2)C2C=CC=CC=2)C=CC=CC=1. Product: [C:17]([O:23][CH2:24][N:25]1[C:34](=[O:35])[C:33]2[C:28](=[CH:16][C:13]([O:12][CH3:10])=[CH:15][C:32]=2[O:36][CH2:37][CH2:38][Cl:39])[N:27]=[CH:26]1)(=[O:22])[C:18]([CH3:21])([CH3:20])[CH3:19]. The catalyst class is: 7.